Dataset: Reaction yield outcomes from USPTO patents with 853,638 reactions. Task: Predict the reaction yield, written as a fraction of the theoretical maximum amount of product (1.0 means a 100% yield; for example, 0.34 means a 34% yield). (1) The reactants are C[O:2][C:3]([C:5]1[CH:22]=[CH:21][CH:20]=[CH:19][C:6]=1[C:7]([NH:9][C:10]1[S:11][C:12]([C:15]([O:17]C)=[O:16])=[CH:13][N:14]=1)=[O:8])=[O:4].CO.[OH-].[K+].Cl. The catalyst is O. The product is [C:3]([C:5]1[CH:22]=[CH:21][CH:20]=[CH:19][C:6]=1[C:7]([NH:9][C:10]1[S:11][C:12]([C:15]([OH:17])=[O:16])=[CH:13][N:14]=1)=[O:8])([OH:4])=[O:2]. The yield is 0.890. (2) The reactants are O=[C:2]1[C:6]2([CH2:10][CH2:9][CH2:8][CH2:7]2)[CH2:5][N:4]([C:11]([O:13][C:14]([CH3:17])([CH3:16])[CH3:15])=[O:12])[CH2:3]1.[BH4-].[Na+].[NH3:20]. No catalyst specified. The product is [NH2:20][CH:2]1[C:6]2([CH2:10][CH2:9][CH2:8][CH2:7]2)[CH2:5][N:4]([C:11]([O:13][C:14]([CH3:17])([CH3:16])[CH3:15])=[O:12])[CH2:3]1. The yield is 0.580. (3) The reactants are [CH3:1][C:2]([C:4]1[CH:9]=[CH:8][C:7]([Cl:10])=[C:6]([Cl:11])[CH:5]=1)=[O:3].Br.[OH2:13]. The catalyst is CS(C)=O. The product is [Cl:11][C:6]1[CH:5]=[C:4]([C:2](=[O:3])[CH:1]=[O:13])[CH:9]=[CH:8][C:7]=1[Cl:10]. The yield is 0.710. (4) The reactants are [CH3:1][O:2][C:3]1[CH:8]=[CH:7][C:6]([O:9][CH3:10])=[CH:5][C:4]=1[CH2:11][CH2:12][NH2:13].Br[CH2:15][CH2:16][CH2:17][C:18]([O:20][CH2:21][CH3:22])=[O:19].C(N(C(C)C)CC)(C)C. No catalyst specified. The product is [CH3:1][O:2][C:3]1[CH:8]=[CH:7][C:6]([O:9][CH3:10])=[CH:5][C:4]=1[CH2:11][CH2:12][NH:13][CH2:15][CH2:16][CH2:17][C:18]([O:20][CH2:21][CH3:22])=[O:19]. The yield is 0.940. (5) The reactants are [F:1][C:2]([F:44])([F:43])[C:3]1[CH:4]=[C:5]([C:13]([CH3:42])([CH3:41])[C:14]([N:16]([CH3:40])[C:17]2[C:18]([C:32]3[CH:37]=[CH:36][C:35]([F:38])=[CH:34][C:33]=3[CH3:39])=[CH:19][C:20]([C@@H:23]3[NH:27][C@@:26]([CH3:31])([C:28]([NH2:30])=[O:29])[CH2:25][CH2:24]3)=[N:21][CH:22]=2)=[O:15])[CH:6]=[C:7]([C:9]([F:12])([F:11])[F:10])[CH:8]=1.[ClH:45]. The catalyst is C(OCC)C. The product is [ClH:45].[F:44][C:2]([F:1])([F:43])[C:3]1[CH:4]=[C:5]([C:13]([CH3:41])([CH3:42])[C:14]([N:16]([CH3:40])[C:17]2[C:18]([C:32]3[CH:37]=[CH:36][C:35]([F:38])=[CH:34][C:33]=3[CH3:39])=[CH:19][C:20]([C@@H:23]3[NH:27][C@@:26]([CH3:31])([C:28]([NH2:30])=[O:29])[CH2:25][CH2:24]3)=[N:21][CH:22]=2)=[O:15])[CH:6]=[C:7]([C:9]([F:10])([F:11])[F:12])[CH:8]=1. The yield is 0.920. (6) The reactants are [CH:1]1([C:7](Cl)=[O:8])[CH2:6][CH2:5][CH2:4][CH2:3][CH2:2]1.[CH3:10][O:11][C:12]1[CH:18]=[CH:17][C:16]([O:19][CH3:20])=[CH:15][C:13]=1[NH2:14].C(OCC)(=O)C.CCCCCCC. The catalyst is O. The product is [CH3:10][O:11][C:12]1[CH:18]=[CH:17][C:16]([O:19][CH3:20])=[CH:15][C:13]=1[NH:14][C:7]([CH:1]1[CH2:6][CH2:5][CH2:4][CH2:3][CH2:2]1)=[O:8]. The yield is 0.670. (7) The reactants are [CH3:1][C:2]1[C:12]([N+:13]([O-:15])=[O:14])=[CH:11][C:10]([N+:16]([O-:18])=[O:17])=[CH:9][C:3]=1[C:4]([O:6][CH2:7][CH3:8])=[O:5].C[C:20]([N:22]([CH3:24])[CH3:23])=O. The catalyst is CN(C=O)C. The product is [CH3:20][N:22]([CH3:24])/[CH:23]=[CH:1]/[C:2]1[C:12]([N+:13]([O-:15])=[O:14])=[CH:11][C:10]([N+:16]([O-:18])=[O:17])=[CH:9][C:3]=1[C:4]([O:6][CH2:7][CH3:8])=[O:5]. The yield is 0.480. (8) The reactants are [CH2:1]([O:3][C:4]([C:6]12[CH2:13][C:10]([NH:14]C(OCC3C=CC=CC=3)=O)([CH2:11][CH2:12]1)[CH2:9][CH2:8][CH2:7]2)=[O:5])[CH3:2]. The catalyst is C(O)C.[Pd]. The product is [CH2:1]([O:3][C:4]([C:6]12[CH2:13][C:10]([NH2:14])([CH2:11][CH2:12]1)[CH2:9][CH2:8][CH2:7]2)=[O:5])[CH3:2]. The yield is 0.840. (9) The reactants are [CH2:1]([O:3][C:4]([C:6]1[C:7](=[O:28])[NH:8][C:9]2[C:13]([C:14]=1[N:15]1[CH2:20][CH2:19][N:18]([C:21]([C:23]3[S:24][CH:25]=[CH:26][CH:27]=3)=[O:22])[CH2:17][CH2:16]1)=[CH:12][S:11][CH:10]=2)=[O:5])[CH3:2].[CH3:29][O:30][C:31](=[O:40])[C:32]1[CH:37]=[CH:36][C:35]([CH2:38]Br)=[CH:34][CH:33]=1. No catalyst specified. The product is [CH2:1]([O:3][C:4]([C:6]1[C:7](=[O:28])[N:8]([CH2:38][C:35]2[CH:34]=[CH:33][C:32]([C:31]([O:30][CH3:29])=[O:40])=[CH:37][CH:36]=2)[C:9]2[C:13]([C:14]=1[N:15]1[CH2:16][CH2:17][N:18]([C:21]([C:23]3[S:24][CH:25]=[CH:26][CH:27]=3)=[O:22])[CH2:19][CH2:20]1)=[CH:12][S:11][CH:10]=2)=[O:5])[CH3:2]. The yield is 0.510.